This data is from Full USPTO retrosynthesis dataset with 1.9M reactions from patents (1976-2016). The task is: Predict the reactants needed to synthesize the given product. (1) Given the product [CH3:39][N:2]([CH3:1])[C:3]([C:5]1[CH:10]=[C:9]([C:11]2[CH:12]=[C:13]3[C:19]([C:20]4[CH:25]=[CH:24][CH:23]=[CH:22][C:21]=4[O:26][CH3:27])=[CH:18][NH:17][C:14]3=[N:15][CH:16]=2)[N:8]=[N:7][C:6]=1[NH2:38])=[O:4], predict the reactants needed to synthesize it. The reactants are: [CH3:1][N:2]([CH3:39])[C:3]([C:5]1[CH:10]=[C:9]([C:11]2[CH:12]=[C:13]3[C:19]([C:20]4[CH:25]=[CH:24][CH:23]=[CH:22][C:21]=4[O:26][CH3:27])=[CH:18][N:17](S(C4C=CC(C)=CC=4)(=O)=O)[C:14]3=[N:15][CH:16]=2)[N:8]=[N:7][C:6]=1[NH2:38])=[O:4].CN(C)C=O.[OH-].[K+]. (2) Given the product [C:12]([C:10]1[CH:11]=[C:7]([NH:6][C:5]([NH:56][C@@H:49]2[C:50]3[C:55](=[CH:54][CH:53]=[CH:52][CH:51]=3)[C@H:46]([O:45][C:42]3[CH:43]=[CH:44][C:39]4[N:40]([C:36]([N:31]5[CH2:32][CH2:33][CH2:34][CH2:35][C@@H:30]5[CH3:29])=[N:37][N:38]=4)[CH:41]=3)[CH2:47][CH2:48]2)=[O:4])[N:8]([C:16]2[CH:17]=[N:18][CH:19]=[C:20]([O:22][CH2:23][CH2:24][OH:25])[CH:21]=2)[N:9]=1)([CH3:15])([CH3:13])[CH3:14], predict the reactants needed to synthesize it. The reactants are: ClC(Cl)(Cl)C[O:4][C:5](=O)[NH:6][C:7]1[N:8]([C:16]2[CH:17]=[N:18][CH:19]=[C:20]([O:22][CH2:23][CH2:24][OH:25])[CH:21]=2)[N:9]=[C:10]([C:12]([CH3:15])([CH3:14])[CH3:13])[CH:11]=1.[CH3:29][C@H:30]1[CH2:35][CH2:34][CH2:33][CH2:32][N:31]1[C:36]1[N:40]2[CH:41]=[C:42]([O:45][C@H:46]3[C:55]4[C:50](=[CH:51][CH:52]=[CH:53][CH:54]=4)[C@@H:49]([NH2:56])[CH2:48][CH2:47]3)[CH:43]=[CH:44][C:39]2=[N:38][N:37]=1.CCN(C(C)C)C(C)C.